Dataset: Blood-brain barrier penetration binary classification data from Martins et al.. Task: Regression/Classification. Given a drug SMILES string, predict its absorption, distribution, metabolism, or excretion properties. Task type varies by dataset: regression for continuous measurements (e.g., permeability, clearance, half-life) or binary classification for categorical outcomes (e.g., BBB penetration, CYP inhibition). Dataset: bbb_martins. (1) The drug is CC(=O)OCC(=O)[C@@]1(OC(=O)C(C)C)[C@@H](C)C[C@H]2[C@@H]3CCC4=CC(=O)C=C[C@]4(C)[C@@]3(F)[C@@H](O)C[C@@]21C. The result is 1 (penetrates BBB). (2) The molecule is CO[C@@]12[C@H](COC(N)=O)C3=C(C(=O)C(C)=C(N)C3=O)N1C[C@@H]1N[C@@H]12. The result is 0 (does not penetrate BBB). (3) The molecule is CCOC(=O)[C@H](CCc1ccccc1)N[C@@H](C)C(=O)N1CCC[C@H]1C(=O)O. The result is 0 (does not penetrate BBB). (4) The molecule is CC[C@@H](O)C(C[C@@H](C)N(C)C)(c1ccccc1)c1ccccc1. The result is 1 (penetrates BBB). (5) The compound is NC1CCCC1c1ccccc1. The result is 1 (penetrates BBB). (6) The compound is CNCCON=c1c2ccccc2ccc2ccccc12. The result is 1 (penetrates BBB). (7) The molecule is CNC(C)C1CCC(N)C(OC2C(N)CC(N)C(OC3OCC(C)(O)C(NC)C3O)C2O)O1. The result is 0 (does not penetrate BBB).